Regression. Given a peptide amino acid sequence and an MHC pseudo amino acid sequence, predict their binding affinity value. This is MHC class I binding data. From a dataset of Peptide-MHC class I binding affinity with 185,985 pairs from IEDB/IMGT. (1) The peptide sequence is GESSPNPTI. The MHC is HLA-B40:01 with pseudo-sequence HLA-B40:01. The binding affinity (normalized) is 0.799. (2) The peptide sequence is LILGLVLALV. The MHC is HLA-A02:03 with pseudo-sequence HLA-A02:03. The binding affinity (normalized) is 0.587. (3) The peptide sequence is GEGIPLYDAI. The MHC is Mamu-A11 with pseudo-sequence Mamu-A11. The binding affinity (normalized) is 1.00. (4) The peptide sequence is ERAKIRGSL. The MHC is HLA-B40:01 with pseudo-sequence HLA-B40:01. The binding affinity (normalized) is 0. (5) The peptide sequence is GTKGKLYIA. The MHC is HLA-A02:02 with pseudo-sequence HLA-A02:02. The binding affinity (normalized) is 0.312. (6) The peptide sequence is PKKDERGAL. The MHC is HLA-B07:02 with pseudo-sequence HLA-B07:02. The binding affinity (normalized) is 0.0847. (7) The peptide sequence is EGAGIDDPV. The MHC is HLA-B40:01 with pseudo-sequence HLA-B40:01. The binding affinity (normalized) is 0.213.